This data is from Peptide-MHC class I binding affinity with 185,985 pairs from IEDB/IMGT. The task is: Regression. Given a peptide amino acid sequence and an MHC pseudo amino acid sequence, predict their binding affinity value. This is MHC class I binding data. (1) The peptide sequence is KYTSGRQEK. The MHC is HLA-A26:01 with pseudo-sequence HLA-A26:01. The binding affinity (normalized) is 0.0847. (2) The peptide sequence is RSLFNTVATLY. The MHC is HLA-A02:02 with pseudo-sequence HLA-A02:02. The binding affinity (normalized) is 0.0185. (3) The peptide sequence is FAIVPPLQI. The MHC is HLA-A02:16 with pseudo-sequence HLA-A02:16. The binding affinity (normalized) is 0.0847. (4) The peptide sequence is LATLRKLCI. The MHC is HLA-B51:01 with pseudo-sequence HLA-B51:01. The binding affinity (normalized) is 0.276. (5) The peptide sequence is LPRLADEGL. The MHC is Patr-B1301 with pseudo-sequence Patr-B1301. The binding affinity (normalized) is 0.964. (6) The peptide sequence is LLLSTTEWQV. The MHC is HLA-A02:01 with pseudo-sequence HLA-A02:01. The binding affinity (normalized) is 0.819.